Dataset: Full USPTO retrosynthesis dataset with 1.9M reactions from patents (1976-2016). Task: Predict the reactants needed to synthesize the given product. (1) Given the product [N:25]1([C:23]([C:20]2[CH:21]=[CH:22][C:17]([C:14]3[CH:15]=[CH:16][C:10]4[O:9][C:8]([CH2:7][CH2:6][N:38]5[CH2:39][CH2:40][C:35]6([O:34][CH2:33][CH2:32][O:31]6)[CH2:36][CH2:37]5)=[CH:12][C:11]=4[CH:13]=3)=[N:18][CH:19]=2)=[O:24])[CH2:26][CH2:27][O:28][CH2:29][CH2:30]1, predict the reactants needed to synthesize it. The reactants are: CS(O[CH2:6][CH2:7][C:8]1[O:9][C:10]2[CH:16]=[CH:15][C:14]([C:17]3[CH:22]=[CH:21][C:20]([C:23]([N:25]4[CH2:30][CH2:29][O:28][CH2:27][CH2:26]4)=[O:24])=[CH:19][N:18]=3)=[CH:13][C:11]=2[CH:12]=1)(=O)=O.[O:31]1[C:35]2([CH2:40][CH2:39][NH:38][CH2:37][CH2:36]2)[O:34][CH2:33][CH2:32]1. (2) Given the product [Cl:14][C:10]1[CH:11]=[C:12]2[C:7](=[CH:8][C:9]=1[O:15][CH2:16][C:17]1[CH:22]=[CH:21][CH:20]=[CH:19][N:18]=1)[NH:6][C:5](=[O:23])[C:4]([C@@H:2]([NH:1][C:25]1[CH:32]=[CH:31][C:28]([C:29]#[N:30])=[C:27]([CH3:33])[N:26]=1)[CH3:3])=[CH:13]2, predict the reactants needed to synthesize it. The reactants are: [NH2:1][C@H:2]([C:4]1[C:5](=[O:23])[NH:6][C:7]2[C:12]([CH:13]=1)=[CH:11][C:10]([Cl:14])=[C:9]([O:15][CH2:16][C:17]1[CH:22]=[CH:21][CH:20]=[CH:19][N:18]=1)[CH:8]=2)[CH3:3].F[C:25]1[CH:32]=[CH:31][C:28]([C:29]#[N:30])=[C:27]([CH3:33])[N:26]=1.CCN(C(C)C)C(C)C. (3) Given the product [CH3:24][N:21]1[CH2:20][CH2:19][N:18]([C:16]2[CH:17]=[C:12]([N:8]3[CH:7]([CH3:26])[CH2:6][C:5]4[C:10](=[CH:11][C:2]([C:2]5[CH:3]=[CH:4][N:37]([CH2:11][C:10]6[CH:9]=[N:8][CH:7]=[CH:6][CH:5]=6)[N:36]=5)=[CH:3][CH:4]=4)[CH2:9]3)[N:13]=[C:14]([NH2:25])[N:15]=2)[CH2:23][CH2:22]1, predict the reactants needed to synthesize it. The reactants are: Br[C:2]1[CH:11]=[C:10]2[C:5]([CH2:6][CH:7]([CH3:26])[N:8]([C:12]3[CH:17]=[C:16]([N:18]4[CH2:23][CH2:22][N:21]([CH3:24])[CH2:20][CH2:19]4)[N:15]=[C:14]([NH2:25])[N:13]=3)[CH2:9]2)=[CH:4][CH:3]=1.ClCCl.C(=O)([O-])[O-].[K+].[K+].[N:36]#[N:37]. (4) Given the product [ClH:1].[Cl:1][C:2]1[C:11]([CH2:12][NH:13][CH:14]2[CH2:19][CH2:18][N:17]([CH2:20][CH2:21][N:22]3[C:31]4[C:26](=[CH:27][CH:28]=[C:29]([O:32][CH3:33])[CH:30]=4)[N:25]=[CH:24][C:23]3=[O:34])[CH2:16][CH2:15]2)=[N:10][C:9]2[NH:8][C:7](=[O:35])[CH2:6][S:5][C:4]=2[CH:3]=1, predict the reactants needed to synthesize it. The reactants are: [Cl:1][C:2]1[C:11]([CH2:12][NH:13][CH:14]2[CH2:19][CH2:18][N:17]([CH2:20][CH2:21][N:22]3[C:31]4[C:26](=[CH:27][CH:28]=[C:29]([O:32][CH3:33])[CH:30]=4)[N:25]=[CH:24][C:23]3=[O:34])[CH2:16][CH2:15]2)=[N:10][C:9]2[NH:8][C:7](=[O:35])[CH2:6][S:5][C:4]=2[CH:3]=1.Cl.C(OCC)(=O)C. (5) Given the product [CH3:22][O:23][C:24]1[CH:25]=[C:26]([C:2]2[C:3]([C:16]3[CH:17]=[CH:18][CH:19]=[CH:20][CH:21]=3)=[N:4][C:5]3[C:10]([N:11]=2)=[CH:9][C:8]([C:12]([OH:14])=[O:13])=[CH:7][CH:6]=3)[CH:27]=[CH:28][C:29]=1[O:30][CH3:31], predict the reactants needed to synthesize it. The reactants are: Br[C:2]1[C:3]([C:16]2[CH:21]=[CH:20][CH:19]=[CH:18][CH:17]=2)=[N:4][C:5]2[C:10]([N:11]=1)=[CH:9][C:8]([C:12]([O:14]C)=[O:13])=[CH:7][CH:6]=2.[CH3:22][O:23][C:24]1[CH:25]=[C:26](B(O)O)[CH:27]=[CH:28][C:29]=1[O:30][CH3:31]. (6) Given the product [Cl:15][CH2:16][C:17]([NH:14][C:11]1[CH:10]=[CH:9][C:8]([O:1][C:2]2[CH:7]=[CH:6][CH:5]=[CH:4][CH:3]=2)=[CH:13][CH:12]=1)=[O:18], predict the reactants needed to synthesize it. The reactants are: [O:1]([C:8]1[CH:13]=[CH:12][C:11]([NH2:14])=[CH:10][CH:9]=1)[C:2]1[CH:7]=[CH:6][CH:5]=[CH:4][CH:3]=1.[Cl:15][CH2:16][C:17](Cl)=[O:18].C(N(CC)CC)C.C(=O)(O)[O-].[Na+].